The task is: Predict the reaction yield, written as a fraction of the theoretical maximum amount of product (1.0 means a 100% yield; for example, 0.34 means a 34% yield).. This data is from Reaction yield outcomes from USPTO patents with 853,638 reactions. (1) The reactants are [Br:1][C:2]1[CH:7]=[CH:6][C:5](F)=[C:4]([N+:9]([O-:11])=[O:10])[CH:3]=1.[NH2:12][C:13]1[CH:14]=[C:15]([NH:26][C:27](=[O:29])[CH3:28])[CH:16]=[C:17]([C:19]2[C:24]([F:25])=[CH:23][CH:22]=[CH:21][N:20]=2)[CH:18]=1.[F-].[K+]. The catalyst is CN(C=O)C. The product is [Br:1][C:2]1[CH:7]=[CH:6][C:5]([NH:12][C:13]2[CH:14]=[C:15]([NH:26][C:27](=[O:29])[CH3:28])[CH:16]=[C:17]([C:19]3[C:24]([F:25])=[CH:23][CH:22]=[CH:21][N:20]=3)[CH:18]=2)=[C:4]([N+:9]([O-:11])=[O:10])[CH:3]=1. The yield is 0.500. (2) The reactants are [C:1]([CH2:3][C:4]1[CH:5]=[C:6]([C:12]#[N:13])[CH:7]=[C:8]([CH:11]=1)[C:9]#[N:10])#[N:2].Cl[C:15]1[C:20]([CH:21]([CH3:23])[CH3:22])=[C:19]([O:24][CH3:25])[N:18]=[C:17]([O:26][CH3:27])[N:16]=1.[H-].[Na+]. The catalyst is CN(C=O)C. The product is [C:1]([CH:3]([C:15]1[C:20]([CH:21]([CH3:23])[CH3:22])=[C:19]([O:24][CH3:25])[N:18]=[C:17]([O:26][CH3:27])[N:16]=1)[C:4]1[CH:11]=[C:8]([C:9]#[N:10])[CH:7]=[C:6]([CH:5]=1)[C:12]#[N:13])#[N:2]. The yield is 0.430.